From a dataset of Forward reaction prediction with 1.9M reactions from USPTO patents (1976-2016). Predict the product of the given reaction. (1) Given the reactants [Cl:1][C:2]1[CH:7]=[CH:6][C:5]([S:8]([N:11]2[C:17]3[CH:18]=[CH:19][CH:20]=[CH:21][C:16]=3[CH2:15][CH2:14][CH2:13][CH2:12]2)(=[O:10])=[O:9])=[CH:4][C:3]=1[N:22]1[C:26]2=[N:27][C:28]([C:32]#[N:33])=[CH:29][C:30]([CH3:31])=[C:25]2[NH:24][C:23]1=[O:34].[Cl-].[NH4+].[N-:37]=[N+:38]=[N-:39].[Na+].O, predict the reaction product. The product is: [Cl:1][C:2]1[CH:7]=[CH:6][C:5]([S:8]([N:11]2[C:17]3[CH:18]=[CH:19][CH:20]=[CH:21][C:16]=3[CH2:15][CH2:14][CH2:13][CH2:12]2)(=[O:10])=[O:9])=[CH:4][C:3]=1[N:22]1[C:26]2=[N:27][C:28]([C:32]3[NH:39][N:38]=[N:37][N:33]=3)=[CH:29][C:30]([CH3:31])=[C:25]2[NH:24][C:23]1=[O:34]. (2) Given the reactants [CH3:1][O:2][C:3]([C:5]1[CH:10]=[N:9][C:8](N)=[C:7]([C:12]2[CH:17]=[CH:16][C:15]([F:18])=[CH:14][CH:13]=2)[N:6]=1)=[O:4].N(OCCC(C)C)=O.C[Si](C)(C)[Br:29].C(=O)(O)[O-].[Na+], predict the reaction product. The product is: [CH3:1][O:2][C:3]([C:5]1[CH:10]=[N:9][C:8]([Br:29])=[C:7]([C:12]2[CH:17]=[CH:16][C:15]([F:18])=[CH:14][CH:13]=2)[N:6]=1)=[O:4].